From a dataset of Full USPTO retrosynthesis dataset with 1.9M reactions from patents (1976-2016). Predict the reactants needed to synthesize the given product. (1) Given the product [CH:1]1[C:14]2[C:5](=[CH:6][C:7]3[C:12]([C:13]=2[C:15]([N:17]2[CH2:18][CH2:19][CH:20]([N:23]4[CH2:28][CH2:27][CH2:26][C@@H:25]([C:29]([N:36]5[CH2:41][CH2:40][O:39][CH2:38][CH2:37]5)=[O:31])[CH2:24]4)[CH2:21][CH2:22]2)=[O:16])=[CH:11][CH:10]=[CH:9][CH:8]=3)[CH:4]=[CH:3][CH:2]=1, predict the reactants needed to synthesize it. The reactants are: [CH:1]1[C:14]2[C:5](=[CH:6][C:7]3[C:12]([C:13]=2[C:15]([N:17]2[CH2:22][CH2:21][CH:20]([N:23]4[CH2:28][CH2:27][CH2:26][C@@H:25]([C:29]([OH:31])=O)[CH2:24]4)[CH2:19][CH2:18]2)=[O:16])=[CH:11][CH:10]=[CH:9][CH:8]=3)[CH:4]=[CH:3][CH:2]=1.S(Cl)(Cl)=O.[NH:36]1[CH2:41][CH2:40][O:39][CH2:38][CH2:37]1.C(N(CC)CC)C. (2) The reactants are: [CH3:1][O:2][C:3]1[CH:8]=[CH:7][N:6]=[C:5]([O:9][C@H:10]2[CH2:15][N:14](C(OCC3C=CC=CC=3)=O)[C@H:13]([CH3:26])[CH2:12][CH2:11]2)[CH:4]=1. Given the product [CH3:1][O:2][C:3]1[CH:8]=[CH:7][N:6]=[C:5]([O:9][C@@H:10]2[CH2:11][CH2:12][C@@H:13]([CH3:26])[NH:14][CH2:15]2)[CH:4]=1, predict the reactants needed to synthesize it.